This data is from hERG potassium channel inhibition data for cardiac toxicity prediction from Karim et al.. The task is: Regression/Classification. Given a drug SMILES string, predict its toxicity properties. Task type varies by dataset: regression for continuous values (e.g., LD50, hERG inhibition percentage) or binary classification for toxic/non-toxic outcomes (e.g., AMES mutagenicity, cardiotoxicity, hepatotoxicity). Dataset: herg_karim. (1) The drug is CNC(=O)N1CCN(Cc2ccnc(Nc3ncc(C#N)s3)c2C)CC1. The result is 1 (blocker). (2) The drug is COC1COCCC1N[C@@H]1C[C@H]2C[C@H](Cl)C[C@@]2(C(=O)N2CCc3ncc(C(F)(F)F)cc3C2)C1. The result is 0 (non-blocker). (3) The drug is Cc1cccc(NC(=O)c2ccc(-c3ccc(OC(F)(F)F)cc3)o2)c1. The result is 0 (non-blocker). (4) The drug is c1cc2c(cc1[C@H]1OC[C@@H]3[C@@H](c4ccc5c(c4)OCO5)OC[C@H]13)OCO2. The result is 0 (non-blocker). (5) The drug is O=C(CCc1ccccc1)c1ccccc1OCC(O)CN1CCC(c2ccccc2)CC1. The result is 1 (blocker). (6) The molecule is O=c1c2ccccc2c(Cc2ccc(Cl)cc2)nn1C[C@H]1CCCN1CCCCc1ccc(OCCCN2CCCCCC2)cc1. The result is 1 (blocker).